This data is from Reaction yield outcomes from USPTO patents with 853,638 reactions. The task is: Predict the reaction yield, written as a fraction of the theoretical maximum amount of product (1.0 means a 100% yield; for example, 0.34 means a 34% yield). (1) The reactants are [Cl:1][C:2]1[CH:3]=[N:4][CH:5]=[C:6]([C:8]#[CH:9])[CH:7]=1.[F:10][C:11]1[CH:16]=[CH:15][C:14](I)=[CH:13][C:12]=1[C:18]([F:21])([F:20])[F:19]. The catalyst is C(N(CC)CC)C.C1(C=CC=CC=1)[P](C1C=CC=CC=1)(C1C=CC=CC=1)[Pd][P](C1C=CC=CC=1)(C1C=CC=CC=1)C1C=CC=CC=1.[Cu]I. The product is [Cl:1][C:2]1[CH:3]=[N:4][CH:5]=[C:6]([C:8]#[C:9][C:14]2[CH:15]=[CH:16][C:11]([F:10])=[C:12]([C:18]([F:21])([F:20])[F:19])[CH:13]=2)[CH:7]=1. The yield is 0.880. (2) The reactants are [O:1]1[CH:5]=[CH:4][CH:3]=[C:2]1[C:6]1[N:7]=[C:8]([NH:19]C(=O)OC(C)(C)C)[S:9][C:10]=1[C:11]([C:13]1[CH:18]=[CH:17][CH:16]=[CH:15][N:14]=1)=[O:12]. The catalyst is FC(F)(F)C(O)=O. The product is [N:14]1[CH:15]=[CH:16][CH:17]=[CH:18][C:13]=1[C:11]([C:10]1[S:9][C:8]([NH2:19])=[N:7][C:6]=1[C:2]1[O:1][CH:5]=[CH:4][CH:3]=1)=[O:12]. The yield is 0.990. (3) The reactants are [C:1]([N:5]1[C:10](=[O:11])[C:9]([Cl:12])=[C:8]([O:13][CH2:14][C:15]2[CH:20]=[CH:19][C:18]([O:21][CH:22]([CH2:28][CH2:29]O[SiH](C)C)[CH2:23]C(C)(C)C)=[CH:17][CH:16]=2)[CH:7]=[N:6]1)([CH3:4])([CH3:3])[CH3:2].[F-].C([N+](CCCC)(CCCC)CCCC)CCC.[O:52]1CCCC1. No catalyst specified. The product is [C:1]([N:5]1[C:10](=[O:11])[C:9]([Cl:12])=[C:8]([O:13][CH2:14][C:15]2[CH:16]=[CH:17][C:18]([O:21][CH:22]([CH2:28][CH3:29])[CH2:23][OH:52])=[CH:19][CH:20]=2)[CH:7]=[N:6]1)([CH3:4])([CH3:2])[CH3:3]. The yield is 0.800. (4) The reactants are [C:1]([O:4][CH2:5][C:6]([CH3:33])([CH:10]([C:17]1[CH:18]=[C:19]2[C:23](=[CH:24][CH:25]=1)[N:22]([C:26]1[CH:31]=[CH:30][C:29]([F:32])=[CH:28][CH:27]=1)[N:21]=[CH:20]2)[C:11]1[CH:16]=[CH:15][CH:14]=[CH:13][CH:12]=1)[C:7]([OH:9])=O)(=[O:3])[CH3:2].[S:34]1[CH:38]=[N:37][N:36]=[C:35]1[NH2:39]. No catalyst specified. The product is [C:1]([O:4][CH2:5][C:6]([CH:10]([C:17]1[CH:18]=[C:19]2[C:23](=[CH:24][CH:25]=1)[N:22]([C:26]1[CH:27]=[CH:28][C:29]([F:32])=[CH:30][CH:31]=1)[N:21]=[CH:20]2)[C:11]1[CH:12]=[CH:13][CH:14]=[CH:15][CH:16]=1)([CH3:33])[C:7]([NH:39][C:35]1[S:34][CH:38]=[N:37][N:36]=1)=[O:9])(=[O:3])[CH3:2]. The yield is 0.390. (5) The reactants are [C:1]1([N:7]2[C:12](=[O:13])[C:11]3[S:14][CH:15]=[C:16]([C:17]4[CH:22]=[CH:21][CH:20]=[CH:19][CH:18]=4)[C:10]=3[N:9]=[CH:8]2)[CH:6]=[CH:5][CH:4]=[CH:3][CH:2]=1.N[C:24]1[C:28](C2C=CC=CC=2)=CS[C:25]=1C(OC)=O.C(OCC)(OCC)OCC.C(C1CCC(N)CC1)(C)C. The catalyst is C(O)(=O)C. The product is [CH:24]([CH:4]1[CH2:5][CH2:6][CH:1]([N:7]2[C:12](=[O:13])[C:11]3[S:14][CH:15]=[C:16]([C:17]4[CH:18]=[CH:19][CH:20]=[CH:21][CH:22]=4)[C:10]=3[N:9]=[CH:8]2)[CH2:2][CH2:3]1)([CH3:28])[CH3:25]. The yield is 0.584.